Dataset: Forward reaction prediction with 1.9M reactions from USPTO patents (1976-2016). Task: Predict the product of the given reaction. (1) Given the reactants [C:1]1([OH:11])[C:10]2[C:5](=[CH:6][CH:7]=[CH:8][CH:9]=2)[CH:4]=[CH:3][N:2]=1.[Br:12]N1C(=O)CCC1=O, predict the reaction product. The product is: [Br:12][C:4]1[C:5]2[C:10](=[CH:9][CH:8]=[CH:7][CH:6]=2)[C:1](=[O:11])[NH:2][CH:3]=1. (2) Given the reactants [CH:1]1([N:4]2[CH2:9][CH2:8][NH:7][CH2:6][CH2:5]2)[CH2:3][CH2:2]1.[Cl:10][C:11]1[CH:20]=[CH:19][C:18]2[C:13](=[CH:14][CH:15]=[C:16]([F:21])[CH:17]=2)[N:12]=1, predict the reaction product. The product is: [ClH:10].[CH:1]1([N:4]2[CH2:9][CH2:8][N:7]([C:11]3[CH:20]=[CH:19][C:18]4[C:13](=[CH:14][CH:15]=[C:16]([F:21])[CH:17]=4)[N:12]=3)[CH2:6][CH2:5]2)[CH2:3][CH2:2]1. (3) Given the reactants [Cl:1][C:2]1[CH:33]=[CH:32][C:5]([CH2:6][C:7]2[C:15]3[C:14](=[O:16])[N:13]([CH2:17][CH2:18][C:19](OC)=[O:20])[C:12](=[O:23])[N:11]([CH3:24])[C:10]=3[S:9][C:8]=2[C:25]2[CH:30]=[CH:29][C:28]([Cl:31])=[CH:27][CH:26]=2)=[CH:4][CH:3]=1.[BH4-].[Na+], predict the reaction product. The product is: [Cl:1][C:2]1[CH:3]=[CH:4][C:5]([CH2:6][C:7]2[C:15]3[C:14](=[O:16])[N:13]([CH2:17][CH2:18][CH2:19][OH:20])[C:12](=[O:23])[N:11]([CH3:24])[C:10]=3[S:9][C:8]=2[C:25]2[CH:30]=[CH:29][C:28]([Cl:31])=[CH:27][CH:26]=2)=[CH:32][CH:33]=1. (4) Given the reactants [CH2:1]([C:5]1[C:14]2[C:9](=[CH:10][CH:11]=[C:12]([C:15]([C:23]3[N:27]([CH3:28])[CH:26]=[N:25][CH:24]=3)([C:17]3[CH:22]=[CH:21][N:20]=[CH:19][CH:18]=3)[OH:16])[CH:13]=2)[N:8]=[C:7](Cl)[C:6]=1[C:30]1[CH:35]=[CH:34][CH:33]=[CH:32][CH:31]=1)[CH2:2][CH2:3][CH3:4].[C:36]([OH:42])([C:38]([F:41])([F:40])[F:39])=[O:37].O(C(C)C)[Na], predict the reaction product. The product is: [CH2:1]([C:5]1[C:14]2[C:9](=[CH:10][CH:11]=[C:12]([C:15]([C:23]3[N:27]([CH3:28])[CH:26]=[N:25][CH:24]=3)([C:17]3[CH:22]=[CH:21][N:20]=[CH:19][CH:18]=3)[OH:16])[CH:13]=2)[N:8]=[CH:7][C:6]=1[C:30]1[CH:35]=[CH:34][CH:33]=[CH:32][CH:31]=1)[CH2:2][CH2:3][CH3:4].[C:36]([OH:42])([C:38]([F:41])([F:40])[F:39])=[O:37]. (5) Given the reactants [CH3:1][O:2][C:3]([C:5]1[C:6]([O:12][C:13]([O:15][CH3:16])=[O:14])=[N:7][S:8][C:9]=1SC)=[O:4].OO.N[C:20](N)=O.FC(F)(F)C(OC(=O)C(F)(F)F)=O.[S:36]([O-:39])(O)=[O:37].[Na+], predict the reaction product. The product is: [CH3:1][O:2][C:3]([C:5]1[C:6]([O:12][C:13]([O:15][CH3:16])=[O:14])=[N:7][S:8][C:9]=1[S:36]([CH3:20])(=[O:39])=[O:37])=[O:4]. (6) Given the reactants [NH:1]1[CH2:6][CH2:5][CH:4]([C@H:7]2[CH2:9][C@H:8]2[CH2:10][CH2:11][OH:12])[CH2:3][CH2:2]1.Cl[C:14]1[N:19]=[CH:18][C:17]([C:20]([OH:23])([CH3:22])[CH3:21])=[CH:16][N:15]=1.C(=O)([O-])[O-].[Cs+].[Cs+], predict the reaction product. The product is: [OH:12][CH2:11][CH2:10][C@@H:8]1[CH2:9][C@@H:7]1[CH:4]1[CH2:5][CH2:6][N:1]([C:14]2[N:19]=[CH:18][C:17]([C:20]([OH:23])([CH3:22])[CH3:21])=[CH:16][N:15]=2)[CH2:2][CH2:3]1. (7) Given the reactants [Cl:1][C:2]1[CH:7]=[C:6]([F:8])[CH:5]=[CH:4][C:3]=1[C:9]([N:11]1[CH2:16][C:15](OCC)=[N:14][CH2:13][CH2:12]1)=[O:10].[C:20]([NH:28][NH2:29])(=O)[C:21]1[CH:26]=[CH:25][CH:24]=[CH:23][CH:22]=1, predict the reaction product. The product is: [Cl:1][C:2]1[CH:7]=[C:6]([F:8])[CH:5]=[CH:4][C:3]=1[C:9]([N:11]1[CH2:12][CH2:13][N:14]2[C:20]([C:21]3[CH:26]=[CH:25][CH:24]=[CH:23][CH:22]=3)=[N:28][N:29]=[C:15]2[CH2:16]1)=[O:10].